From a dataset of Peptide-MHC class I binding affinity with 185,985 pairs from IEDB/IMGT. Regression. Given a peptide amino acid sequence and an MHC pseudo amino acid sequence, predict their binding affinity value. This is MHC class I binding data. (1) The peptide sequence is NMLAFQPTYL. The MHC is HLA-A02:01 with pseudo-sequence HLA-A02:01. The binding affinity (normalized) is 0.699. (2) The peptide sequence is YQSGLSIVM. The binding affinity (normalized) is 0. The MHC is HLA-A11:01 with pseudo-sequence HLA-A11:01. (3) The peptide sequence is ETSFIRNCARK. The MHC is H-2-Db with pseudo-sequence H-2-Db. The binding affinity (normalized) is 0.0531. (4) The peptide sequence is SSAMVQVHS. The MHC is HLA-A02:01 with pseudo-sequence HLA-A02:01. The binding affinity (normalized) is 0. (5) The peptide sequence is EVIKGGRHL. The MHC is Patr-B0101 with pseudo-sequence Patr-B0101. The binding affinity (normalized) is 0.286. (6) The peptide sequence is RPNNNTRKSI. The MHC is HLA-B14:02 with pseudo-sequence HLA-B14:02. The binding affinity (normalized) is 0. (7) The peptide sequence is FLGSHSEPL. The MHC is HLA-A23:01 with pseudo-sequence HLA-A23:01. The binding affinity (normalized) is 0.0847. (8) The peptide sequence is KIISEIGQL. The MHC is HLA-A11:01 with pseudo-sequence HLA-A11:01. The binding affinity (normalized) is 0.0847. (9) The peptide sequence is IVNNQESNKY. The MHC is HLA-A31:01 with pseudo-sequence HLA-A31:01. The binding affinity (normalized) is 0. (10) The peptide sequence is RVYAELAAL. The MHC is HLA-B08:01 with pseudo-sequence HLA-B08:01. The binding affinity (normalized) is 0.0847.